From a dataset of Full USPTO retrosynthesis dataset with 1.9M reactions from patents (1976-2016). Predict the reactants needed to synthesize the given product. (1) Given the product [C:39]1([S:45]([OH:48])(=[O:47])=[O:46])[CH:44]=[CH:43][CH:42]=[CH:41][CH:40]=1.[C:1]([C:4]1[C:9]2[S:10][C:11]([C:14]([NH:16][C:17]3[CH:26]=[CH:25][C:24]4[C:19](=[CH:20][CH:21]=[CH:22][C:23]=4[C:27]([N:29]4[CH2:32][CH:31]([O:33][CH3:34])[CH2:30]4)=[O:28])[N:18]=3)=[O:15])=[C:12]([CH3:13])[C:8]=2[C:7]([CH2:35][O:36][CH3:37])=[CH:6][CH:5]=1)(=[O:3])[CH3:2], predict the reactants needed to synthesize it. The reactants are: [C:1]([C:4]1[C:9]2[S:10][C:11]([C:14]([NH:16][C:17]3[CH:26]=[CH:25][C:24]4[C:19](=[CH:20][CH:21]=[CH:22][C:23]=4[C:27]([N:29]4[CH2:32][CH:31]([O:33][CH3:34])[CH2:30]4)=[O:28])[N:18]=3)=[O:15])=[C:12]([CH3:13])[C:8]=2[C:7]([CH2:35][O:36][CH3:37])=[CH:6][CH:5]=1)(=[O:3])[CH3:2].O.[C:39]1([S:45]([OH:48])(=[O:47])=[O:46])[CH:44]=[CH:43][CH:42]=[CH:41][CH:40]=1. (2) Given the product [C:21]1([S:27]([N:17]2[C:18]3[C:14](=[CH:13][C:12]([F:11])=[CH:20][CH:19]=3)[CH:15]=[CH:16]2)(=[O:29])=[O:28])[CH:26]=[CH:25][CH:24]=[CH:23][CH:22]=1, predict the reactants needed to synthesize it. The reactants are: C[Si]([N-][Si](C)(C)C)(C)C.[K+].[F:11][C:12]1[CH:13]=[C:14]2[C:18](=[CH:19][CH:20]=1)[NH:17][CH:16]=[CH:15]2.[C:21]1([S:27](Cl)(=[O:29])=[O:28])[CH:26]=[CH:25][CH:24]=[CH:23][CH:22]=1. (3) Given the product [C:11]([C@H:8]1[CH2:9][CH2:10][C@H:5]([C:3]([O:2][CH3:1])=[O:4])[CH2:6][CH2:7]1)(=[O:13])[NH2:16], predict the reactants needed to synthesize it. The reactants are: [CH3:1][O:2][C:3]([C@H:5]1[CH2:10][CH2:9][C@H:8]([C:11]([OH:13])=O)[CH2:7][CH2:6]1)=[O:4].C([N:16](CC)CC)C.ClC(OCC)=O.[OH-].[NH4+]. (4) Given the product [CH2:11]([O:18][C:19](=[O:27])[NH:20][C@H:21]1[CH2:24][C@@H:23]([CH:25]=[O:26])[CH2:22]1)[C:12]1[CH:13]=[CH:14][CH:15]=[CH:16][CH:17]=1, predict the reactants needed to synthesize it. The reactants are: C(Cl)(=O)C(Cl)=O.CS(C)=O.[CH2:11]([O:18][C:19](=[O:27])[NH:20][C@H:21]1[CH2:24][C@@H:23]([CH2:25][OH:26])[CH2:22]1)[C:12]1[CH:17]=[CH:16][CH:15]=[CH:14][CH:13]=1.C(N(CC)CC)C. (5) The reactants are: [N+:1]([C:4]1[CH:9]=[CH:8][C:7]([N:10]2[CH2:15][CH2:14][S:13](=[O:17])(=[O:16])[CH2:12][CH2:11]2)=[CH:6][CH:5]=1)([O-])=O. Given the product [O:17]=[S:13]1(=[O:16])[CH2:12][CH2:11][N:10]([C:7]2[CH:6]=[CH:5][C:4]([NH2:1])=[CH:9][CH:8]=2)[CH2:15][CH2:14]1, predict the reactants needed to synthesize it.